This data is from Full USPTO retrosynthesis dataset with 1.9M reactions from patents (1976-2016). The task is: Predict the reactants needed to synthesize the given product. The reactants are: P(O)(O)(O)=O.O=[C:7]([CH2:9][N:10]([C:12](=N)N)C)O.O=C(CN(C(=N)N)C)O.[Mg+2].[Cl-].[Cl-].P(OC[C@H]1[O:45][C@@H:44]([N:46]2C3N=CN=C(N)C=3N=C2)[C@H:43](O)[C@@H:42]1O)(OP(OP(O)(O)=O)(O)=O)(=O)O. Given the product [C:44]([NH2:46])(=[O:45])[C:43]1[CH:42]=[CH:7][CH:9]=[N:10][CH:12]=1, predict the reactants needed to synthesize it.